From a dataset of Reaction yield outcomes from USPTO patents with 853,638 reactions. Predict the reaction yield, written as a fraction of the theoretical maximum amount of product (1.0 means a 100% yield; for example, 0.34 means a 34% yield). (1) The reactants are [O:1]=[C:2]1[CH:7]=[C:6]([C:8]2[CH:13]=[CH:12][C:11]([C:14]([F:17])([F:16])[F:15])=[CH:10][N:9]=2)[CH:5]=[CH:4][N:3]1[C:18]1[CH:23]=[CH:22][C:21]2[C:24]3[CH2:30][CH2:29][CH2:28][N:27](C(OC(C)(C)C)=O)[CH2:26][C:25]=3[S:38][C:20]=2[CH:19]=1.Cl. No catalyst specified. The product is [CH2:26]1[C:25]2[S:38][C:20]3[CH:19]=[C:18]([N:3]4[CH:4]=[CH:5][C:6]([C:8]5[CH:13]=[CH:12][C:11]([C:14]([F:17])([F:16])[F:15])=[CH:10][N:9]=5)=[CH:7][C:2]4=[O:1])[CH:23]=[CH:22][C:21]=3[C:24]=2[CH2:30][CH2:29][CH2:28][NH:27]1. The yield is 0.850. (2) The reactants are [C:1]1(=[O:17])[C:9]2[C:4](=[CH:5][CH:6]=[CH:7][CH:8]=2)[C:3](=[O:10])[CH:2]1[C:11]1C=CN=C[CH:12]=1.[C:18]([N:37]1C=C(C=O)[N:39]=[CH:38]1)([C:31]1[CH:36]=[CH:35][CH:34]=[CH:33][CH:32]=1)([C:25]1[CH:30]=[CH:29][CH:28]=[CH:27][CH:26]=1)[C:19]1[CH:24]=[CH:23][CH:22]=[CH:21][CH:20]=1. No catalyst specified. The product is [C:18]([N:37]1[CH:12]=[C:11]([CH:2]2[C:1](=[O:17])[C:9]3[C:4](=[CH:5][CH:6]=[CH:7][CH:8]=3)[C:3]2=[O:10])[N:39]=[CH:38]1)([C:25]1[CH:26]=[CH:27][CH:28]=[CH:29][CH:30]=1)([C:31]1[CH:36]=[CH:35][CH:34]=[CH:33][CH:32]=1)[C:19]1[CH:24]=[CH:23][CH:22]=[CH:21][CH:20]=1. The yield is 0.670. (3) The reactants are [CH3:1][O:2][C:3]([C:5]1[N:6]([S:21]([CH3:24])(=[O:23])=[O:22])[CH:7]=[C:8]([C:10](=O)[NH:11][C:12]2[CH:17]=[CH:16][CH:15]=[C:14]([F:18])[C:13]=2[F:19])[CH:9]=1)=[O:4].COC1C=CC(P2(SP(C3C=CC(OC)=CC=3)(=S)S2)=[S:34])=CC=1. The catalyst is C1(C)C=CC=CC=1. The product is [CH3:1][O:2][C:3]([C:5]1[N:6]([S:21]([CH3:24])(=[O:23])=[O:22])[CH:7]=[C:8]([C:10](=[S:34])[NH:11][C:12]2[CH:17]=[CH:16][CH:15]=[C:14]([F:18])[C:13]=2[F:19])[CH:9]=1)=[O:4]. The yield is 0.990. (4) The reactants are C(O)(=O)C.[CH:5]1([CH2:8][O:9][C:10]2[CH:15]=[CH:14][CH:13]=[C:12](/[CH:16]=[CH:17]/[N+:18]([O-:20])=[O:19])[CH:11]=2)[CH2:7][CH2:6]1.[BH4-].[Na+]. The catalyst is CS(C)=O. The product is [CH:5]1([CH2:8][O:9][C:10]2[CH:15]=[CH:14][CH:13]=[C:12]([CH2:16][CH2:17][N+:18]([O-:20])=[O:19])[CH:11]=2)[CH2:7][CH2:6]1. The yield is 0.590. (5) The reactants are F[C:2]1[CH:9]=[CH:8][C:7]([CH:10]=[O:11])=[CH:6][C:3]=1[C:4]#[N:5].[F:12][C:13]([F:22])([F:21])[C:14]1[CH:15]=[C:16]([OH:20])[CH:17]=[CH:18][CH:19]=1.C([O-])([O-])=O.[K+].[K+]. The catalyst is CS(C)=O. The product is [CH:10]([C:7]1[CH:8]=[CH:9][C:2]([O:20][C:16]2[CH:17]=[CH:18][CH:19]=[C:14]([C:13]([F:12])([F:21])[F:22])[CH:15]=2)=[C:3]([CH:6]=1)[C:4]#[N:5])=[O:11]. The yield is 0.416. (6) The reactants are [OH:1][C:2]1([C:31](O)=[O:32])[CH2:7][CH2:6][CH:5]([N:8]2[C:16]([NH:17][C:18]3[C:23]([F:24])=[CH:22][C:21]([F:25])=[CH:20][C:19]=3[F:26])=[N:15][C:14]3[C:9]2=[N:10][C:11]([NH:27][CH:28]([CH3:30])[CH3:29])=[N:12][CH:13]=3)[CH2:4][CH2:3]1.[CH:34]1([NH2:39])[CH2:38][CH2:37][CH2:36][CH2:35]1.C(NC(C)C)(C)C. The catalyst is C1COCC1. The product is [CH:34]1([NH:39][C:31]([C:2]2([OH:1])[CH2:7][CH2:6][CH:5]([N:8]3[C:16]([NH:17][C:18]4[C:23]([F:24])=[CH:22][C:21]([F:25])=[CH:20][C:19]=4[F:26])=[N:15][C:14]4[C:9]3=[N:10][C:11]([NH:27][CH:28]([CH3:30])[CH3:29])=[N:12][CH:13]=4)[CH2:4][CH2:3]2)=[O:32])[CH2:38][CH2:37][CH2:36][CH2:35]1. The yield is 0.660. (7) The reactants are Br[C:2]1[N:3]=[C:4]([N:8]2[CH2:13][CH2:12][N:11]([C:14]([O:16][C:17]([CH3:20])([CH3:19])[CH3:18])=[O:15])[C@@H:10]([CH2:21][CH:22]([CH3:24])[CH3:23])[CH2:9]2)[S:5][C:6]=1[CH3:7].[Li]CCCC.[F:30][C:31]1[C:36]([C:37](N(OC)C)=[O:38])=[CH:35][CH:34]=[CH:33][N:32]=1. The catalyst is C1COCC1. The product is [F:30][C:31]1[C:36]([C:37]([C:2]2[N:3]=[C:4]([N:8]3[CH2:13][CH2:12][N:11]([C:14]([O:16][C:17]([CH3:20])([CH3:19])[CH3:18])=[O:15])[C@@H:10]([CH2:21][CH:22]([CH3:24])[CH3:23])[CH2:9]3)[S:5][C:6]=2[CH3:7])=[O:38])=[CH:35][CH:34]=[CH:33][N:32]=1. The yield is 0.260.